This data is from Catalyst prediction with 721,799 reactions and 888 catalyst types from USPTO. The task is: Predict which catalyst facilitates the given reaction. (1) Reactant: C(NC(C)C)(C)C.C([Li])CCC.[C:13]([O:16][C:17]([CH3:20])([CH3:19])[CH3:18])(=[O:15])[CH3:14].C[O:22][C:23](=O)[CH2:24][CH2:25][CH2:26][CH2:27][CH2:28][CH2:29][C:30]1[CH:39]=[CH:38][C:37]2[CH2:36][CH2:35][CH2:34][NH:33][C:32]=2[N:31]=1.C(=O)([O-])O.[Na+]. Product: [C:17]([O:16][C:13](=[O:15])[CH2:14][C:23](=[O:22])[CH2:24][CH2:25][CH2:26][CH2:27][CH2:28][CH2:29][C:30]1[CH:39]=[CH:38][C:37]2[CH2:36][CH2:35][CH2:34][NH:33][C:32]=2[N:31]=1)([CH3:20])([CH3:19])[CH3:18]. The catalyst class is: 7. (2) Reactant: [Cl:1][C:2]1[CH:22]=[C:21]([Cl:23])[CH:20]=[CH:19][C:3]=1[CH:4]([O:12][CH:13]1[CH2:18][CH2:17][NH:16][CH2:15][CH2:14]1)[C:5]1[CH:10]=[CH:9][C:8]([Cl:11])=[CH:7][CH:6]=1.[C:24]([N:28]=[C:29]=[O:30])([CH3:27])([CH3:26])[CH3:25].C(N(CC)CC)C. Product: [Cl:1][C:2]1[CH:22]=[C:21]([Cl:23])[CH:20]=[CH:19][C:3]=1[CH:4]([O:12][CH:13]1[CH2:14][CH2:15][N:16]([C:29]([NH:28][C:24]([CH3:27])([CH3:26])[CH3:25])=[O:30])[CH2:17][CH2:18]1)[C:5]1[CH:10]=[CH:9][C:8]([Cl:11])=[CH:7][CH:6]=1. The catalyst class is: 4. (3) Reactant: [NH2:1][C:2]1[C:11]([N:12]2[CH2:17][CH2:16][O:15][CH2:14][CH2:13]2)=[CH:10][C:9]2[C:4](=[CH:5][CH:6]=[C:7]([C:18]3[CH:23]=[CH:22][CH:21]=[CH:20][C:19]=3[CH:24]([CH:26]3[CH2:31][CH2:30][O:29][CH2:28][CH2:27]3)O)[CH:8]=2)[N:3]=1.C([SiH](CC)CC)C.C(O)(C(F)(F)F)=O. Product: [O:15]1[CH2:16][CH2:17][N:12]([C:11]2[C:2]([NH2:1])=[N:3][C:4]3[C:9]([CH:10]=2)=[CH:8][C:7]([C:18]2[CH:23]=[CH:22][CH:21]=[CH:20][C:19]=2[CH2:24][CH:26]2[CH2:31][CH2:30][O:29][CH2:28][CH2:27]2)=[CH:6][CH:5]=3)[CH2:13][CH2:14]1. The catalyst class is: 2.